Dataset: Reaction yield outcomes from USPTO patents with 853,638 reactions. Task: Predict the reaction yield, written as a fraction of the theoretical maximum amount of product (1.0 means a 100% yield; for example, 0.34 means a 34% yield). The reactants are [Br:1][CH2:2][C:3]1[CH:10]=[CH:9][C:6]([C:7]#[N:8])=[CH:5][CH:4]=1.S(=O)(=O)(O)[OH:12]. No catalyst specified. The product is [Br:1][CH2:2][C:3]1[CH:10]=[CH:9][C:6]([C:7]([NH2:8])=[O:12])=[CH:5][CH:4]=1. The yield is 0.650.